Dataset: Catalyst prediction with 721,799 reactions and 888 catalyst types from USPTO. Task: Predict which catalyst facilitates the given reaction. (1) Reactant: [CH3:1][C:2]1[N:7]=[C:6]2[N:8](COCC[Si](C)(C)C)[N:9]=[C:10]([C:11]3[N:12]=[N:13][C:14]4[C:19]5([CH2:21][CH2:20]5)[C:18](=[O:22])[NH:17][C:15]=4[N:16]=3)[C:5]2=[CH:4][CH:3]=1. Product: [CH3:1][C:2]1[N:7]=[C:6]2[NH:8][N:9]=[C:10]([C:11]3[N:12]=[N:13][C:14]4[C:19]5([CH2:21][CH2:20]5)[C:18](=[O:22])[NH:17][C:15]=4[N:16]=3)[C:5]2=[CH:4][CH:3]=1. The catalyst class is: 281. (2) Reactant: Br[C:2]1[C:7]2=[CH:8][N:9]([C:11]3[C:16]([Cl:17])=[CH:15][CH:14]=[CH:13][C:12]=3[Cl:18])[N:10]=[C:6]2[C:5]([Br:19])=[CH:4][N:3]=1.[NH2:20][C:21]1[N:26]=[CH:25][N:24]=[C:23]([CH2:27][OH:28])[CH:22]=1.CC1(C)C2C(=C(P(C3C=CC=CC=3)C3C=CC=CC=3)C=CC=2)OC2C(P(C3C=CC=CC=3)C3C=CC=CC=3)=CC=CC1=2.C(=O)([O-])[O-].[Cs+].[Cs+]. Product: [Br:19][C:5]1[C:6]2[C:7](=[CH:8][N:9]([C:11]3[C:16]([Cl:17])=[CH:15][CH:14]=[CH:13][C:12]=3[Cl:18])[N:10]=2)[C:2]([NH:20][C:21]2[N:26]=[CH:25][N:24]=[C:23]([CH2:27][OH:28])[CH:22]=2)=[N:3][CH:4]=1. The catalyst class is: 62. (3) Reactant: [CH2:1]([O:5][CH2:6][CH2:7][O:8][C:9]1[CH:14]=[CH:13][C:12]([C:15]2[CH:16]=[CH:17][C:18]3[N:25]([CH2:26][CH2:27][CH3:28])[CH2:24][CH2:23][CH2:22][C:21]([C:29]([NH:31][C:32]4[CH:37]=[CH:36][C:35]([S:38]([CH2:40][C:41]5[N:45]([CH2:46][CH2:47][CH3:48])[CH:44]=[N:43][CH:42]=5)=[O:39])=[CH:34][CH:33]=4)=[O:30])=[CH:20][C:19]=3[CH:49]=2)=[CH:11][CH:10]=1)[CH2:2][CH2:3]C.CS(O)(=O)=O. Product: [CH2:1]([O:5][CH2:6][CH2:7][O:8][C:9]1[CH:10]=[CH:11][C:12]([C:15]2[CH:16]=[CH:17][C:18]3[N:25]([CH2:26][CH2:27][CH3:28])[CH2:24][CH2:23][CH2:22][C:21]([C:29]([NH:31][C:32]4[CH:37]=[CH:36][C:35]([S@:38]([CH2:40][C:41]5[N:45]([CH2:46][CH2:47][CH3:48])[CH:44]=[N:43][CH:42]=5)=[O:39])=[CH:34][CH:33]=4)=[O:30])=[CH:20][C:19]=3[CH:49]=2)=[CH:13][CH:14]=1)[CH2:2][CH3:3]. The catalyst class is: 13. (4) Reactant: [NH2:1][C:2]1[C:7]2[C:8]([C:11]3[CH:16]=[CH:15][C:14]([NH:17][C:18]([NH:20][C:21]4[CH:26]=[CH:25][CH:24]=[C:23]([F:27])[CH:22]=4)=[O:19])=[CH:13][CH:12]=3)=[CH:9][S:10][C:6]=2[C:5]([C:28]2[CH:29]=[N:30][N:31]([CH2:33][CH2:34][OH:35])[CH:32]=2)=[CH:4][N:3]=1.[ClH:36]. Product: [ClH:36].[NH2:1][C:2]1[C:7]2[C:8]([C:11]3[CH:12]=[CH:13][C:14]([NH:17][C:18]([NH:20][C:21]4[CH:26]=[CH:25][CH:24]=[C:23]([F:27])[CH:22]=4)=[O:19])=[CH:15][CH:16]=3)=[CH:9][S:10][C:6]=2[C:5]([C:28]2[CH:29]=[N:30][N:31]([CH2:33][CH2:34][OH:35])[CH:32]=2)=[CH:4][N:3]=1. The catalyst class is: 40. (5) Reactant: C[C@@H](N)C1C=CC=CC=1.[O:10]1[C:15]2[CH:16]=[CH:17][CH:18]=[CH:19][C:14]=2[CH2:13][CH2:12][CH:11]1[C:20]([OH:22])=[O:21]. Product: [O:10]1[C:15]2[CH:16]=[CH:17][CH:18]=[CH:19][C:14]=2[CH2:13][CH2:12][C@@H:11]1[C:20]([OH:22])=[O:21]. The catalyst class is: 8.